This data is from Forward reaction prediction with 1.9M reactions from USPTO patents (1976-2016). The task is: Predict the product of the given reaction. (1) The product is: [OH:1][C:2]1[CH:11]=[CH:10][C:9]2[C:4](=[CH:5][CH:6]=[CH:7][CH:8]=2)[C:3]=1[C:12]([N:31]1[CH2:32][CH2:33][CH:28]([N:24]2[CH2:25][CH2:26][CH2:27][C:21]3([C:20](=[O:34])[O:19][C:18]([CH3:17])([CH3:35])[CH2:22]3)[CH2:23]2)[CH2:29][CH2:30]1)=[O:14]. Given the reactants [OH:1][C:2]1[CH:11]=[CH:10][C:9]2[C:4](=[CH:5][CH:6]=[CH:7][CH:8]=2)[C:3]=1[C:12]([OH:14])=O.Cl.Cl.[CH3:17][C:18]1([CH3:35])[CH2:22][C:21]2([CH2:27][CH2:26][CH2:25][N:24]([CH:28]3[CH2:33][CH2:32][NH:31][CH2:30][CH2:29]3)[CH2:23]2)[C:20](=[O:34])[O:19]1.C(OC(C)C)(C)C, predict the reaction product. (2) Given the reactants [CH3:1][N:2]([CH3:27])[CH2:3][CH2:4][N:5]1[C:9]2[N:10]=[C:11]([C:20]3[CH:26]=[CH:25][C:23]([NH2:24])=[CH:22][CH:21]=3)[N:12]=[C:13]([N:14]3[CH2:19][CH2:18][O:17][CH2:16][CH2:15]3)[C:8]=2[CH:7]=[CH:6]1.ClC(Cl)(O[C:32](=[O:38])OC(Cl)(Cl)Cl)Cl.[NH2:40][C:41]1[CH:46]=[CH:45][CH:44]=[CH:43][N:42]=1, predict the reaction product. The product is: [CH3:1][N:2]([CH3:27])[CH2:3][CH2:4][N:5]1[C:9]2[N:10]=[C:11]([C:20]3[CH:26]=[CH:25][C:23]([NH:24][C:32]([NH:40][C:41]4[CH:46]=[CH:45][CH:44]=[CH:43][N:42]=4)=[O:38])=[CH:22][CH:21]=3)[N:12]=[C:13]([N:14]3[CH2:15][CH2:16][O:17][CH2:18][CH2:19]3)[C:8]=2[CH:7]=[CH:6]1.